This data is from Reaction yield outcomes from USPTO patents with 853,638 reactions. The task is: Predict the reaction yield, written as a fraction of the theoretical maximum amount of product (1.0 means a 100% yield; for example, 0.34 means a 34% yield). (1) The reactants are BrCCO.OCC[O:8][C:9]1[CH:10]=[C:11]([CH:14]=[CH:15][C:16]=1[O:17][CH:18]([CH3:20])[CH3:19])[CH:12]=[O:13]. No catalyst specified. The product is [OH:8][C:9]1[CH:10]=[C:11]([CH:14]=[CH:15][C:16]=1[O:17][CH:18]([CH3:20])[CH3:19])[CH:12]=[O:13]. The yield is 0.750. (2) The reactants are [C:1]([C:3]1[CH:8]=[CH:7][CH:6]=[CH:5][C:4]=1[C:9]1[CH:14]=[CH:13][C:12]([CH2:15][CH:16]([C:22](=O)[CH2:23][CH2:24][CH3:25])[C:17](OCC)=[O:18])=[C:11]([F:27])[CH:10]=1)#[N:2].[O:28]1[CH2:33][CH2:32][CH2:31][CH:30]([NH:34][C:35]2[NH:39][CH:38]=[N:37][N:36]=2)[CH2:29]1. No catalyst specified. The product is [F:27][C:11]1[CH:10]=[C:9]([C:4]2[C:3]([C:1]#[N:2])=[CH:8][CH:7]=[CH:6][CH:5]=2)[CH:14]=[CH:13][C:12]=1[CH2:15][C:16]1[C:17](=[O:18])[N:34]([CH:30]2[CH2:31][CH2:32][CH2:33][O:28][CH2:29]2)[C:35]2[N:36]([N:37]=[CH:38][N:39]=2)[C:22]=1[CH2:23][CH2:24][CH3:25]. The yield is 0.600.